From a dataset of Reaction yield outcomes from USPTO patents with 853,638 reactions. Predict the reaction yield, written as a fraction of the theoretical maximum amount of product (1.0 means a 100% yield; for example, 0.34 means a 34% yield). The yield is 0.778. The product is [C:1]([O:5][C:6]([N:8]1[CH2:13][CH2:12][CH:11]([C:14]2[C:19]([CH:20]3[CH2:21][N:22]([C:25]4[CH:34]=[CH:33][C:32]5[C:27](=[CH:28][CH:29]=[CH:30][CH:31]=5)[N:26]=4)[CH2:23]3)=[N:18][CH:17]=[CH:16][N:15]=2)[CH2:10][CH2:9]1)=[O:7])([CH3:4])([CH3:2])[CH3:3]. The catalyst is CN(C=O)C.O. The reactants are [C:1]([O:5][C:6]([N:8]1[CH2:13][CH2:12][CH:11]([C:14]2[C:19]([CH:20]3[CH2:23][NH:22][CH2:21]3)=[N:18][CH:17]=[CH:16][N:15]=2)[CH2:10][CH2:9]1)=[O:7])([CH3:4])([CH3:3])[CH3:2].Cl[C:25]1[CH:34]=[CH:33][C:32]2[C:27](=[CH:28][CH:29]=[CH:30][CH:31]=2)[N:26]=1.C([O-])([O-])=O.[Cs+].[Cs+].